Dataset: Full USPTO retrosynthesis dataset with 1.9M reactions from patents (1976-2016). Task: Predict the reactants needed to synthesize the given product. (1) Given the product [CH:31]1([N:28]2[CH2:27][CH2:26][CH:25]([O:15][C:16]3[CH:23]=[CH:22][C:19]([C:20]4[N:14]([CH2:12][CH3:13])[C:4](=[O:6])[C:3]5[C:2](=[C:10]([CH3:11])[CH:9]=[CH:8][CH:7]=5)[N:1]=4)=[CH:18][CH:17]=3)[CH2:30][CH2:29]2)[CH2:40][CH2:39][CH2:38][CH2:42]1, predict the reactants needed to synthesize it. The reactants are: [NH2:1][C:2]1[C:10]([CH3:11])=[CH:9][CH:8]=[CH:7][C:3]=1[C:4]([OH:6])=O.[CH2:12]([NH2:14])[CH3:13].[OH:15][C:16]1[CH:23]=[CH:22][C:19]([CH:20]=O)=[CH:18][CH:17]=1.O[CH:25]1[CH2:30][CH2:29][N:28]([C:31](OC(C)(C)C)=O)[CH2:27][CH2:26]1.[C:38]1(=O)[CH2:42]C[CH2:40][CH2:39]1. (2) Given the product [F:41][C:42]1[CH:43]=[C:44]([NH:57][C:58]2[CH:63]=[C:62]([OH:64])[CH:61]=[CH:60][C:59]=2[CH:66]2[CH2:75][CH2:74][C:73]3[CH:72]=[C:71]([OH:76])[CH:70]=[CH:69][C:68]=3[C:67]2([CH3:79])[CH3:78])[CH:45]=[CH:46][C:47]=1[O:48][CH2:49][CH2:50][N:51]1[CH2:56][CH2:55][CH2:54][CH2:53][CH2:52]1, predict the reactants needed to synthesize it. The reactants are: COC1C=CC(C2CCC3C(=CC=C(OC)C=3)C2(C)C)=C(N)C=1.BrC1C=CC(OCCN2CCCCC2)=C(F)C=1.[F:41][C:42]1[CH:43]=[C:44]([NH:57][C:58]2[CH:63]=[C:62]([O:64]C)[CH:61]=[CH:60][C:59]=2[CH:66]2[CH2:75][CH2:74][C:73]3[C:68](=[CH:69][CH:70]=[C:71]([O:76]C)[CH:72]=3)[C:67]2([CH3:79])[CH3:78])[CH:45]=[CH:46][C:47]=1[O:48][CH2:49][CH2:50][N:51]1[CH2:56][CH2:55][CH2:54][CH2:53][CH2:52]1. (3) Given the product [C:22]([C:21]1[CH:24]=[C:17]([C:14]2[N:13]=[CH:12][C:11]([C:4]3[C:3]([CH2:1][CH3:2])=[C:8]([CH2:9][N:34]4[CH2:37][CH:36]([C:38]([O:40][CH3:41])=[O:39])[CH2:35]4)[CH:7]=[CH:6][CH:5]=3)=[CH:16][N:15]=2)[CH:18]=[CH:19][C:20]=1[O:25][CH:26]([CH3:28])[CH3:27])#[N:23], predict the reactants needed to synthesize it. The reactants are: [CH2:1]([C:3]1[C:8]([CH:9]=O)=[CH:7][CH:6]=[CH:5][C:4]=1[C:11]1[CH:12]=[N:13][C:14]([C:17]2[CH:18]=[CH:19][C:20]([O:25][CH:26]([CH3:28])[CH3:27])=[C:21]([CH:24]=2)[C:22]#[N:23])=[N:15][CH:16]=1)[CH3:2].C([O-])(=O)C.[Na+].[NH:34]1[CH2:37][CH:36]([C:38]([O:40][CH3:41])=[O:39])[CH2:35]1.C(O[BH-](OC(=O)C)OC(=O)C)(=O)C.[Na+]. (4) Given the product [ClH:9].[ClH:9].[CH2:1]([N:3]1[CH2:8][CH2:7][NH:6][CH2:5][CH2:4]1)[C:11]([C:13]1[CH:18]=[CH:17][CH:16]=[CH:15][CH:14]=1)=[O:12], predict the reactants needed to synthesize it. The reactants are: [CH:1]([N:3]1[CH2:8][CH2:7][NH:6][CH2:5][CH2:4]1)=O.[Cl:9]C[C:11]([C:13]1[CH:18]=[CH:17][CH:16]=[CH:15][CH:14]=1)=[O:12].C([O-])([O-])=O.[K+].[K+].